Dataset: Catalyst prediction with 721,799 reactions and 888 catalyst types from USPTO. Task: Predict which catalyst facilitates the given reaction. (1) Reactant: [CH3:1][C:2]1([CH3:15])[CH2:13][C:12]2[C:4](=[C:5]3[C:9](=[CH:10][CH:11]=2)[CH2:8][C:7]([CH3:14])=[CH:6]3)[CH2:3]1.C1(C)C=CC=CC=1.[Li]CCCC.[Cl:28][Si:29](Cl)([CH3:31])[CH3:30]. Product: [Cl:28][Si:29]([CH3:31])([CH3:30])[CH:8]1[C:9]2[C:5](=[C:4]3[C:12](=[CH:11][CH:10]=2)[CH2:13][C:2]([CH3:15])([CH3:1])[CH2:3]3)[CH:6]=[C:7]1[CH3:14]. The catalyst class is: 1. (2) Reactant: [H-].[Na+].[C:3]([CH2:5][C:6]([O:8][CH2:9][CH3:10])=[O:7])#[N:4].[C:11](=[S:13])=[S:12].[CH2:14](Br)[C:15]1[CH:20]=[CH:19][CH:18]=[CH:17][CH:16]=1. Product: [C:3]([C:5](=[C:11]([S:13][CH2:14][C:15]1[CH:20]=[CH:19][CH:18]=[CH:17][CH:16]=1)[S:12][CH2:14][C:15]1[CH:20]=[CH:19][CH:18]=[CH:17][CH:16]=1)[C:6]([O:8][CH2:9][CH3:10])=[O:7])#[N:4]. The catalyst class is: 9. (3) Reactant: [Br:1][C:2]1[CH:3]=[CH:4][C:5]([CH2:8]O)=[N:6][CH:7]=1.S(Cl)([Cl:12])=O. Product: [Br:1][C:2]1[CH:3]=[CH:4][C:5]([CH2:8][Cl:12])=[N:6][CH:7]=1. The catalyst class is: 2. (4) Reactant: [Cl:1][C:2]1[CH:7]=[CH:6][C:5](B(O)O)=[CH:4][CH:3]=1.I[C:12]1[CH:20]=[CH:19][C:15]([C:16]([OH:18])=[O:17])=[CH:14][CH:13]=1.C(=O)([O-])[O-].[Cs+].[Cs+].C1(C)C=CC=CC=1. Product: [Cl:1][C:2]1[CH:7]=[CH:6][C:5]([C:12]2[CH:20]=[CH:19][C:15]([C:16]([OH:18])=[O:17])=[CH:14][CH:13]=2)=[CH:4][CH:3]=1. The catalyst class is: 729. (5) Reactant: C1(P(C2C=CC=CC=2)C2C=CC=CC=2)C=CC=CC=1.[N:20]([C:27](OCC)=O)=NC(OCC)=O.[CH2:32]([N:39]([CH2:56][C:57]1[CH:62]=[CH:61][CH:60]=[CH:59][CH:58]=1)[C@H:40]1[CH2:45][CH2:44][C@@H:43]([NH:46][C:47](=[O:53])[O:48][C:49]([CH3:52])([CH3:51])[CH3:50])[CH2:42][C@H:41]1[CH2:54]O)[C:33]1[CH:38]=[CH:37][CH:36]=[CH:35][CH:34]=1.CC(C)(O)C#N. Product: [C:27]([CH2:54][C@H:41]1[C@@H:40]([N:39]([CH2:56][C:57]2[CH:58]=[CH:59][CH:60]=[CH:61][CH:62]=2)[CH2:32][C:33]2[CH:38]=[CH:37][CH:36]=[CH:35][CH:34]=2)[CH2:45][CH2:44][C@@H:43]([NH:46][C:47](=[O:53])[O:48][C:49]([CH3:52])([CH3:51])[CH3:50])[CH2:42]1)#[N:20]. The catalyst class is: 1. (6) Reactant: [OH:1][C:2]1[CH:10]=[CH:9][C:8]([C:11]2[N:12]([C:27]([O:29][C:30]([CH3:33])([CH3:32])[CH3:31])=[O:28])[C:13]3[C:18]([CH:19]=2)=[CH:17][C:16]([CH2:20][N:21]2[CH2:26][CH2:25][CH2:24][CH2:23][CH2:22]2)=[CH:15][CH:14]=3)=[C:7]2[C:3]=1[CH2:4][NH:5][C:6]2=[O:34].C(N(CC)CC)C.[Cl:42][C:43]1[CH:44]=[CH:45][C:46]([O:53][CH3:54])=[C:47]([S:49](Cl)(=[O:51])=[O:50])[CH:48]=1. Product: [CH3:54][O:53][C:46]1[CH:45]=[CH:44][C:43]([Cl:42])=[CH:48][C:47]=1[S:49]([O:1][C:2]1[CH:10]=[CH:9][C:8]([C:11]2[N:12]([C:27]([O:29][C:30]([CH3:31])([CH3:33])[CH3:32])=[O:28])[C:13]3[C:18]([CH:19]=2)=[CH:17][C:16]([CH2:20][N:21]2[CH2:26][CH2:25][CH2:24][CH2:23][CH2:22]2)=[CH:15][CH:14]=3)=[C:7]2[C:3]=1[CH2:4][NH:5][C:6]2=[O:34])(=[O:51])=[O:50]. The catalyst class is: 10. (7) The catalyst class is: 6. Reactant: [CH2:1]([O:8][C:9](=[O:30])[CH:10]([C:15](=O)[C:16]1[CH:21]=[CH:20][C:19]([O:22][CH2:23][C:24]([O:26][CH2:27][CH3:28])=[O:25])=[CH:18][CH:17]=1)[CH2:11][C:12](=O)[CH3:13])[C:2]1[CH:7]=[CH:6][CH:5]=[CH:4][CH:3]=1.[CH3:31][O:32][C:33]1[C:39]([O:40][CH3:41])=[CH:38][CH:37]=[CH:36][C:34]=1[NH2:35].O.C1(C)C=CC(S(O)(=O)=O)=CC=1.C(O)C. Product: [CH2:1]([O:8][C:9]([C:10]1[CH:11]=[C:12]([CH3:13])[N:35]([C:34]2[CH:36]=[CH:37][CH:38]=[C:39]([O:40][CH3:41])[C:33]=2[O:32][CH3:31])[C:15]=1[C:16]1[CH:21]=[CH:20][C:19]([O:22][CH2:23][C:24]([O:26][CH2:27][CH3:28])=[O:25])=[CH:18][CH:17]=1)=[O:30])[C:2]1[CH:7]=[CH:6][CH:5]=[CH:4][CH:3]=1. (8) Reactant: C[Si]([N-][Si](C)(C)C)(C)C.[Na+].[F:11][C:12]1[C:17]([F:18])=[CH:16][CH:15]=[CH:14][C:13]=1[C@@H:19]1[CH2:28][CH2:27][C@@H:26]([OH:29])[C:22]2[N:23]=[CH:24][S:25][C:21]=2[C@H:20]1[NH:30][C:31](=[O:37])[O:32][C:33]([CH3:36])([CH3:35])[CH3:34].N1([C:43]([N:45]2[CH2:50][CH2:49][CH:48]([N:51]3[C:59]4[C:54](=[N:55][CH:56]=[CH:57][CH:58]=4)[NH:53][C:52]3=[O:60])[CH2:47][CH2:46]2)=[O:44])C=CN=C1. Product: [O:60]=[C:52]1[NH:53][C:54]2=[N:55][CH:56]=[CH:57][CH:58]=[C:59]2[N:51]1[CH:48]1[CH2:47][CH2:46][N:45]([C:43]([O:29][C@H:26]2[C:22]3[N:23]=[CH:24][S:25][C:21]=3[C@@H:20]([NH:30][C:31]([O:32][C:33]([CH3:34])([CH3:36])[CH3:35])=[O:37])[C@H:19]([C:13]3[CH:14]=[CH:15][CH:16]=[C:17]([F:18])[C:12]=3[F:11])[CH2:28][CH2:27]2)=[O:44])[CH2:50][CH2:49]1. The catalyst class is: 9.